This data is from Catalyst prediction with 721,799 reactions and 888 catalyst types from USPTO. The task is: Predict which catalyst facilitates the given reaction. (1) Reactant: [H-].[Na+].[C:3](=[O:10])([O:7][CH2:8][CH3:9])OCC.[C:11]([C:14]1[S:15][CH:16]=[CH:17][CH:18]=1)(=[O:13])[CH3:12]. Product: [CH2:8]([O:7][C:3](=[O:10])[CH2:12][C:11](=[O:13])[C:14]1[S:15][CH:16]=[CH:17][CH:18]=1)[CH3:9]. The catalyst class is: 7. (2) Reactant: [F:1][C:2]1[C:3]([O:22][CH3:23])=[CH:4][C:5]([CH2:17][C:18]([F:21])([F:20])[F:19])=[C:6]([C:8]2[N:13]=[CH:12][C:11]3[CH:14]=[N:15][NH:16][C:10]=3[CH:9]=2)[CH:7]=1.[I:24]N1C(=O)CCC1=O. Product: [F:1][C:2]1[C:3]([O:22][CH3:23])=[CH:4][C:5]([CH2:17][C:18]([F:21])([F:19])[F:20])=[C:6]([C:8]2[N:13]=[CH:12][C:11]3[C:14]([I:24])=[N:15][NH:16][C:10]=3[CH:9]=2)[CH:7]=1. The catalyst class is: 39. (3) Reactant: Cl[C:2]1[CH:3]=[CH:4][C:5]2[N:6]([C:8]([C@H:11]([C:13]3[C:14]([F:24])=[C:15]4[C:19](=[CH:20][C:21]=3[F:22])[N:18]([CH3:23])[N:17]=[CH:16]4)[CH3:12])=[CH:9][N:10]=2)[N:7]=1.[F-].[K+].CCO[C:30]([CH3:32])=[O:31]. Product: [F:24][C:14]1[C:13]([C@@H:11]([C:8]2[N:6]3[N:7]=[C:2]([N:10]4[CH2:9][CH2:8][N:6]([CH3:5])[C:30](=[O:31])[CH2:32]4)[CH:3]=[CH:4][C:5]3=[N:10][CH:9]=2)[CH3:12])=[C:21]([F:22])[CH:20]=[C:19]2[C:15]=1[CH:16]=[N:17][N:18]2[CH3:23]. The catalyst class is: 37.